From a dataset of Catalyst prediction with 721,799 reactions and 888 catalyst types from USPTO. Predict which catalyst facilitates the given reaction. (1) Reactant: [CH:1]12[O:9][CH:5]([CH2:6][NH:7][CH2:8]1)[CH2:4][N:3]([CH2:10][CH2:11][CH2:12][NH:13][C:14]1[CH:21]=[CH:20][C:17]([C:18]#[N:19])=[CH:16][CH:15]=1)[CH2:2]2.C([O-])([O-])=O.[K+].[K+].Cl[CH2:29][C:30](=[O:35])[C:31]([CH3:34])([CH3:33])[CH3:32].C(Cl)Cl. Product: [CH3:32][C:31]([CH3:34])([CH3:33])[C:30](=[O:35])[CH2:29][N:7]1[CH2:8][CH:1]2[O:9][CH:5]([CH2:4][N:3]([CH2:10][CH2:11][CH2:12][NH:13][C:14]3[CH:21]=[CH:20][C:17]([C:18]#[N:19])=[CH:16][CH:15]=3)[CH2:2]2)[CH2:6]1. The catalyst class is: 23. (2) Reactant: C(N(CC)CC)C.Cl[C:9]1[CH:18]=[CH:17][C:16]2[C:11](=[CH:12][CH:13]=[CH:14][CH:15]=2)[N:10]=1.[NH:19]1[CH2:24][CH2:23][CH:22]([OH:25])[CH2:21][CH2:20]1. Product: [N:10]1[C:11]2[C:16](=[CH:15][CH:14]=[CH:13][CH:12]=2)[CH:17]=[CH:18][C:9]=1[N:19]1[CH2:24][CH2:23][CH:22]([OH:25])[CH2:21][CH2:20]1. The catalyst class is: 18. (3) Reactant: CN(C(ON1N=NC2C=CC=NC1=2)=[N+](C)C)C.F[P-](F)(F)(F)(F)F.[C:25]([O:29][C:30]([N:32]1[CH2:37][CH2:36][C:35]([C:41]#[N:42])([C:38]([OH:40])=O)[CH2:34][CH2:33]1)=[O:31])([CH3:28])([CH3:27])[CH3:26].CCN(C(C)C)C(C)C.[F:52][C:53]([F:62])([F:61])[C:54]1[CH:59]=[CH:58][N:57]=[C:56]([NH2:60])[CH:55]=1. Product: [C:41]([C:35]1([C:38](=[O:40])[NH:60][C:56]2[CH:55]=[C:54]([C:53]([F:61])([F:52])[F:62])[CH:59]=[CH:58][N:57]=2)[CH2:34][CH2:33][N:32]([C:30]([O:29][C:25]([CH3:26])([CH3:27])[CH3:28])=[O:31])[CH2:37][CH2:36]1)#[N:42]. The catalyst class is: 474. (4) Reactant: [Br:1][C:2]1[C:11]([O:12][CH3:13])=[CH:10][C:5]([C:6]([O:8]C)=[O:7])=[C:4]([F:14])[CH:3]=1.O[Li].O. Product: [Br:1][C:2]1[C:11]([O:12][CH3:13])=[CH:10][C:5]([C:6]([OH:8])=[O:7])=[C:4]([F:14])[CH:3]=1. The catalyst class is: 20. (5) Reactant: [C:1]([OH:5])([CH3:4])([CH3:3])[CH3:2].CCN=C=NCCCN(C)C.[Br:17][C:18]1[C:26]([CH3:27])=[CH:25][C:21]([C:22](O)=[O:23])=[CH:20][C:19]=1[CH3:28]. Product: [C:1]([O:5][C:22](=[O:23])[C:21]1[CH:25]=[C:26]([CH3:27])[C:18]([Br:17])=[C:19]([CH3:28])[CH:20]=1)([CH3:4])([CH3:3])[CH3:2]. The catalyst class is: 119. (6) Reactant: [CH3:1][C:2]1([N:6]2[CH2:11][CH2:10][N:9]([C:12]3[CH:17]=[CH:16][C:15]([N+:18]([O-])=O)=[CH:14][CH:13]=3)[CH2:8][CH2:7]2)[CH2:5][O:4][CH2:3]1. Product: [CH3:1][C:2]1([N:6]2[CH2:7][CH2:8][N:9]([C:12]3[CH:17]=[CH:16][C:15]([NH2:18])=[CH:14][CH:13]=3)[CH2:10][CH2:11]2)[CH2:5][O:4][CH2:3]1. The catalyst class is: 29.